From a dataset of Catalyst prediction with 721,799 reactions and 888 catalyst types from USPTO. Predict which catalyst facilitates the given reaction. (1) Reactant: [C:1]([C:3]1[C:4]([CH3:41])=[C:5]([C@@H:10]2[CH2:15][N:14]3[CH2:16][CH2:17][N:18]([CH2:20][C@H:21]([OH:33])[C:22]4[C:23]([CH3:32])=[C:24]5[C:28](=[CH:29][CH:30]=4)[C:27](=[O:31])[O:26][CH2:25]5)[CH2:19][C@H:13]3[CH2:12][N:11]2C(OC(C)(C)C)=O)[CH:6]=[CH:7][C:8]=1[F:9])#[N:2].FC(F)(F)C(O)=O. Product: [F:9][C:8]1[C:3]([C:1]#[N:2])=[C:4]([CH3:41])[C:5]([C@@H:10]2[CH2:15][N:14]3[CH2:16][CH2:17][N:18]([CH2:20][C@H:21]([OH:33])[C:22]4[C:23]([CH3:32])=[C:24]5[C:28](=[CH:29][CH:30]=4)[C:27](=[O:31])[O:26][CH2:25]5)[CH2:19][C@H:13]3[CH2:12][NH:11]2)=[CH:6][CH:7]=1. The catalyst class is: 2. (2) Reactant: [I-:1].[CH2:2]([C:4]1[SH+:5][CH:6]=[CH:7][CH:8]=[CH:9][CH:10]=[CH:11][CH:12]=1)[CH3:3].C([I:15])C. Product: [IH:15].[I-:1].[CH2:2]([C:4]1[SH+:5][CH:6]=[CH:7][CH:8]=[CH:9][CH:10]=[CH:11][CH:12]=1)[CH3:3]. The catalyst class is: 8.